Task: Predict the product of the given reaction.. Dataset: Forward reaction prediction with 1.9M reactions from USPTO patents (1976-2016) (1) The product is: [Br:1][C:2]1[CH:10]=[CH:9][C:5]([C:6]([N:28]2[CH2:29][CH2:30][N:25]([C:22]3[C:21]([CH3:31])=[CH:20][C:19]([CH:16]4[CH2:17][CH2:18]4)=[CH:24][N:23]=3)[CH2:26][CH2:27]2)=[O:8])=[C:4]([NH:11][S:12]([CH3:15])(=[O:14])=[O:13])[CH:3]=1. Given the reactants [Br:1][C:2]1[CH:10]=[CH:9][C:5]([C:6]([OH:8])=O)=[C:4]([NH:11][S:12]([CH3:15])(=[O:14])=[O:13])[CH:3]=1.[CH:16]1([C:19]2[CH:20]=[C:21]([CH3:31])[C:22]([N:25]3[CH2:30][CH2:29][NH:28][CH2:27][CH2:26]3)=[N:23][CH:24]=2)[CH2:18][CH2:17]1, predict the reaction product. (2) Given the reactants C(OP([CH2:9][C:10]([N:12]([CH3:14])[CH3:13])=[O:11])(=O)OCC)C.[H-].[Na+].[CH:17]([C:19]1[CH:24]=[CH:23][C:22]([C:25]2[C:34]3[C:29](=[CH:30][CH:31]=[C:32]([C:35]([O:37][CH2:38][CH2:39][Si:40]([CH3:43])([CH3:42])[CH3:41])=[O:36])[CH:33]=3)[CH:28]=[N:27][CH:26]=2)=[CH:21][CH:20]=1)=O.[Cl-].[NH4+], predict the reaction product. The product is: [CH3:14][N:12]([CH3:13])[C:10](=[O:11])/[CH:9]=[CH:17]/[C:19]1[CH:20]=[CH:21][C:22]([C:25]2[C:34]3[C:29](=[CH:30][CH:31]=[C:32]([C:35]([O:37][CH2:38][CH2:39][Si:40]([CH3:41])([CH3:43])[CH3:42])=[O:36])[CH:33]=3)[CH:28]=[N:27][CH:26]=2)=[CH:23][CH:24]=1. (3) Given the reactants Cl[C:2]1[CH:3]=[CH:4][C:5]2[C:6]([N:17]=1)=[N:7][C:8]([N:11]1[CH2:16][CH2:15][O:14][CH2:13][CH2:12]1)=[CH:9][N:10]=2.[NH2:18][C:19]1[O:20][C:21]2[CH:27]=[CH:26][C:25](B(O)O)=[CH:24][C:22]=2[N:23]=1.C([O-])([O-])=O.[Na+].[Na+], predict the reaction product. The product is: [O:14]1[CH2:15][CH2:16][N:11]([C:8]2[N:7]=[C:6]3[N:17]=[C:2]([C:25]4[CH:26]=[CH:27][C:21]5[O:20][C:19]([NH2:18])=[N:23][C:22]=5[CH:24]=4)[CH:3]=[CH:4][C:5]3=[N:10][CH:9]=2)[CH2:12][CH2:13]1. (4) Given the reactants Br[C:2]1[CH:7]=[C:6]([F:8])[CH:5]=[CH:4][C:3]=1[O:9][CH2:10][CH:11]([O:13][CH3:14])[CH3:12].[B:15]1([B:15]2[O:19][C:18]([CH3:21])([CH3:20])[C:17]([CH3:23])([CH3:22])[O:16]2)[O:19][C:18]([CH3:21])([CH3:20])[C:17]([CH3:23])([CH3:22])[O:16]1.C([O-])(=O)C.[K+], predict the reaction product. The product is: [F:8][C:6]1[CH:5]=[CH:4][C:3]([O:9][CH2:10][CH:11]([O:13][CH3:14])[CH3:12])=[C:2]([B:15]2[O:19][C:18]([CH3:21])([CH3:20])[C:17]([CH3:23])([CH3:22])[O:16]2)[CH:7]=1.